Dataset: Peptide-MHC class I binding affinity with 185,985 pairs from IEDB/IMGT. Task: Regression. Given a peptide amino acid sequence and an MHC pseudo amino acid sequence, predict their binding affinity value. This is MHC class I binding data. (1) The binding affinity (normalized) is 0.0847. The peptide sequence is RYAYTSVEF. The MHC is HLA-C04:01 with pseudo-sequence HLA-C04:01. (2) The peptide sequence is RGRAATMAL. The MHC is HLA-C15:02 with pseudo-sequence HLA-C15:02. The binding affinity (normalized) is 0.374. (3) The peptide sequence is AYSSWMYSY. The MHC is HLA-B44:03 with pseudo-sequence HLA-B44:03. The binding affinity (normalized) is 0. (4) The peptide sequence is SQDEVLFLV. The MHC is HLA-A02:19 with pseudo-sequence HLA-A02:19. The binding affinity (normalized) is 0.770. (5) The binding affinity (normalized) is 0.570. The peptide sequence is AARDRQFEK. The MHC is HLA-A30:01 with pseudo-sequence HLA-A30:01. (6) The peptide sequence is CEKRLLLKL. The MHC is HLA-B39:01 with pseudo-sequence HLA-B39:01. The binding affinity (normalized) is 0.0847. (7) The peptide sequence is LDVLCPSSL. The MHC is HLA-B40:01 with pseudo-sequence HLA-B40:01. The binding affinity (normalized) is 0.0690. (8) The peptide sequence is KAIGTVLV. The MHC is HLA-A30:02 with pseudo-sequence HLA-A30:02. The binding affinity (normalized) is 0.159. (9) The peptide sequence is IYMLVGKYS. The MHC is HLA-A03:01 with pseudo-sequence HLA-A03:01. The binding affinity (normalized) is 0.236. (10) The peptide sequence is EVHYSGINY. The MHC is HLA-B15:09 with pseudo-sequence HLA-B15:09. The binding affinity (normalized) is 0.0847.